This data is from NCI-60 drug combinations with 297,098 pairs across 59 cell lines. The task is: Regression. Given two drug SMILES strings and cell line genomic features, predict the synergy score measuring deviation from expected non-interaction effect. (1) Drug 1: CCCCCOC(=O)NC1=NC(=O)N(C=C1F)C2C(C(C(O2)C)O)O. Drug 2: CCN(CC)CCCC(C)NC1=C2C=C(C=CC2=NC3=C1C=CC(=C3)Cl)OC. Cell line: SF-268. Synergy scores: CSS=9.59, Synergy_ZIP=-1.31, Synergy_Bliss=2.44, Synergy_Loewe=-13.8, Synergy_HSA=-2.95. (2) Drug 1: COC1=CC(=CC(=C1O)OC)C2C3C(COC3=O)C(C4=CC5=C(C=C24)OCO5)OC6C(C(C7C(O6)COC(O7)C8=CC=CS8)O)O. Drug 2: C1=C(C(=O)NC(=O)N1)F. Cell line: RXF 393. Synergy scores: CSS=44.8, Synergy_ZIP=-11.7, Synergy_Bliss=-1.73, Synergy_Loewe=0.862, Synergy_HSA=2.78.